This data is from Forward reaction prediction with 1.9M reactions from USPTO patents (1976-2016). The task is: Predict the product of the given reaction. Given the reactants [CH2:1]([C:5]1[CH:10]=[CH:9][C:8]([C:11]([C:13]2[C:22]3[C:17](=[CH:18][CH:19]=[CH:20][CH:21]=3)[CH:16]=[CH:15][N:14]=2)=O)=[CH:7][CH:6]=1)[CH2:2][CH2:3][CH3:4].O.NN.[OH-].[K+], predict the reaction product. The product is: [CH2:1]([C:5]1[CH:10]=[CH:9][C:8]([CH2:11][C:13]2[C:22]3[C:17](=[CH:18][CH:19]=[CH:20][CH:21]=3)[CH:16]=[CH:15][N:14]=2)=[CH:7][CH:6]=1)[CH2:2][CH2:3][CH3:4].